Dataset: Full USPTO retrosynthesis dataset with 1.9M reactions from patents (1976-2016). Task: Predict the reactants needed to synthesize the given product. (1) Given the product [Cl:34][C:20]1[CH:21]=[C:22]([C:25]([N:27]2[CH2:32][CH2:31][N:30]([CH3:33])[CH2:29][CH2:28]2)=[O:26])[CH:23]=[CH:24][C:19]=1[N:17]([CH3:18])[C:15]([C:13]1[S:12][C:11]2[C:5]3[CH:4]=[CH:3][C:2]([C:37]([NH:36][CH3:46])=[O:47])=[CH:35][C:6]=3[O:7][CH2:8][CH2:9][C:10]=2[CH:14]=1)=[O:16], predict the reactants needed to synthesize it. The reactants are: Br[C:2]1[CH:3]=[CH:4][C:5]2[C:11]3[S:12][C:13]([C:15]([N:17]([C:19]4[CH:24]=[CH:23][C:22]([C:25]([N:27]5[CH2:32][CH2:31][N:30]([CH3:33])[CH2:29][CH2:28]5)=[O:26])=[CH:21][C:20]=4[Cl:34])[CH3:18])=[O:16])=[CH:14][C:10]=3[CH2:9][CH2:8][O:7][C:6]=2[CH:35]=1.[N:36]12[CH2:46]CCN=C1CCCC[CH2:37]2.[O:47]1CCCC1. (2) Given the product [C:1]([C:3]1[C:4]([N:18]2[CH2:19][CH:20]([C:22](=[O:23])[NH:37][S:34]([CH2:33][C:27]3[C:28]([F:32])=[CH:29][CH:30]=[CH:31][C:26]=3[F:25])(=[O:35])=[O:36])[CH2:21]2)=[N:5][C:6]([C:14]([F:16])([F:15])[F:17])=[C:7]([CH:8]=1)[C:9]([O:11][CH2:12][CH3:13])=[O:10])#[N:2], predict the reactants needed to synthesize it. The reactants are: [C:1]([C:3]1[C:4]([N:18]2[CH2:21][CH:20]([C:22](O)=[O:23])[CH2:19]2)=[N:5][C:6]([C:14]([F:17])([F:16])[F:15])=[C:7]([C:9]([O:11][CH2:12][CH3:13])=[O:10])[CH:8]=1)#[N:2].[F:25][C:26]1[CH:31]=[CH:30][CH:29]=[C:28]([F:32])[C:27]=1[CH2:33][S:34]([NH2:37])(=[O:36])=[O:35]. (3) Given the product [Cl:15][C:12]1[S:11][C:10]([C:8]([NH:7][CH2:6][C:5]([F:17])([F:16])[C:4]([OH:18])=[O:3])=[O:9])=[CH:14][CH:13]=1, predict the reactants needed to synthesize it. The reactants are: C([O:3][C:4](=[O:18])[C:5]([F:17])([F:16])[CH2:6][NH:7][C:8]([C:10]1[S:11][C:12]([Cl:15])=[CH:13][CH:14]=1)=[O:9])C.[Li+].[OH-].